Regression. Given a peptide amino acid sequence and an MHC pseudo amino acid sequence, predict their binding affinity value. This is MHC class I binding data. From a dataset of Peptide-MHC class I binding affinity with 185,985 pairs from IEDB/IMGT. (1) The peptide sequence is KMFHGGLRY. The MHC is SLA-30401 with pseudo-sequence SLA-30401. The binding affinity (normalized) is 0.0847. (2) The peptide sequence is KGKRALTPPV. The MHC is HLA-A30:01 with pseudo-sequence HLA-A30:01. The binding affinity (normalized) is 0.767.